This data is from Forward reaction prediction with 1.9M reactions from USPTO patents (1976-2016). The task is: Predict the product of the given reaction. (1) Given the reactants CO[C:3](=[O:12])[C:4]1[CH:9]=[CH:8][CH:7]=[CH:6][C:5]=1[CH2:10]Br.[F:13][C:14]([F:27])([F:26])[O:15][C:16]1[CH:21]=[CH:20][C:19]([CH2:22][CH2:23][CH2:24][NH2:25])=[CH:18][CH:17]=1.C([O-])([O-])=O.[K+].[K+].C(OCC)(=O)C, predict the reaction product. The product is: [F:13][C:14]([F:26])([F:27])[O:15][C:16]1[CH:17]=[CH:18][C:19]([CH2:22][CH2:23][CH2:24][N:25]2[CH2:10][C:5]3[C:4](=[CH:9][CH:8]=[CH:7][CH:6]=3)[C:3]2=[O:12])=[CH:20][CH:21]=1. (2) Given the reactants Cl[C:2]1[C:11]2[C:6](=[CH:7][CH:8]=[CH:9][CH:10]=2)[C:5]([N:12]2[CH2:17][CH2:16][N:15]([C:18]([C:20]3[CH:25]=[CH:24][CH:23]=[CH:22][CH:21]=3)=[O:19])[C@@H:14]([CH3:26])[CH2:13]2)=[N:4][N:3]=1.[NH:27]1[CH:31]=[CH:30][N:29]=[CH:28]1.P([O-])([O-])([O-])=O.[K+].[K+].[K+], predict the reaction product. The product is: [N:27]1([C:2]2[C:11]3[C:6](=[CH:7][CH:8]=[CH:9][CH:10]=3)[C:5]([N:12]3[CH2:17][CH2:16][N:15]([C:18]([C:20]4[CH:25]=[CH:24][CH:23]=[CH:22][CH:21]=4)=[O:19])[C@@H:14]([CH3:26])[CH2:13]3)=[N:4][N:3]=2)[CH:31]=[CH:30][N:29]=[CH:28]1. (3) The product is: [CH3:1][N:2]1[C:6]([C:7]2[CH:8]=[CH:9][C:10]([CH2:13][C:14]3([C:18]([OH:20])=[O:19])[CH2:17][CH2:16][CH2:15]3)=[CH:11][CH:12]=2)=[N:5][N:4]=[N:3]1. Given the reactants [CH3:1][N:2]1[C:6]([C:7]2[CH:12]=[CH:11][C:10]([CH2:13][C:14]3([C:18]([O:20]C)=[O:19])[CH2:17][CH2:16][CH2:15]3)=[CH:9][CH:8]=2)=[N:5][N:4]=[N:3]1.[OH-].[Na+], predict the reaction product. (4) Given the reactants [OH:1][C:2]1[CH:7]=[CH:6][CH:5]=[CH:4][C:3]=1[C:8]1[O:9][C:10]2[CH:18]=[CH:17][CH:16]=[CH:15][C:11]=2[C:12](=O)[N:13]=1.[NH:19]([C:21]1[CH:29]=[CH:28][C:24]([C:25]([OH:27])=[O:26])=[CH:23][CH:22]=1)[NH2:20], predict the reaction product. The product is: [OH:1][C:2]1[CH:7]=[CH:6][CH:5]=[CH:4][C:3]=1[C:8]1[N:13]=[C:12]([C:11]2[CH:15]=[CH:16][CH:17]=[CH:18][C:10]=2[OH:9])[N:19]([C:21]2[CH:22]=[CH:23][C:24]([C:25]([OH:27])=[O:26])=[CH:28][CH:29]=2)[N:20]=1. (5) Given the reactants Cl[C:2]1[C:11]([O:12][CH:13]([CH3:15])[CH3:14])=[C:10]([Cl:16])[C:9]2[C:4](=[CH:5][CH:6]=[C:7]([C:17]([C:29]3[N:33]([CH3:34])[CH:32]=[N:31][CH:30]=3)([C:19]3[CH:20]=[N:21][C:22]([C:25]([F:28])([F:27])[F:26])=[CH:23][CH:24]=3)[OH:18])[CH:8]=2)[N:3]=1.[C:35](O)(C(F)(F)F)=[O:36].C[O-].[Na+], predict the reaction product. The product is: [Cl:16][C:10]1[C:9]2[C:4](=[CH:5][CH:6]=[C:7]([C:17]([C:29]3[N:33]([CH3:34])[CH:32]=[N:31][CH:30]=3)([C:19]3[CH:20]=[N:21][C:22]([C:25]([F:27])([F:26])[F:28])=[CH:23][CH:24]=3)[OH:18])[CH:8]=2)[N:3]=[C:2]([O:36][CH3:35])[C:11]=1[O:12][CH:13]([CH3:14])[CH3:15]. (6) Given the reactants [CH3:1][O:2][C:3]([C:5]1[C:9]([N+:10]([O-:12])=[O:11])=[CH:8][NH:7][N:6]=1)=[O:4].[C:13](=O)([O-])[O-].[Cs+].[Cs+], predict the reaction product. The product is: [CH3:1][O:2][C:3]([C:5]1[N:6]([CH3:13])[N:7]=[CH:8][C:9]=1[N+:10]([O-:12])=[O:11])=[O:4].